Task: Regression. Given two drug SMILES strings and cell line genomic features, predict the synergy score measuring deviation from expected non-interaction effect.. Dataset: NCI-60 drug combinations with 297,098 pairs across 59 cell lines (1) Drug 1: C1=CC=C(C(=C1)C(C2=CC=C(C=C2)Cl)C(Cl)Cl)Cl. Drug 2: N.N.Cl[Pt+2]Cl. Cell line: HCT-15. Synergy scores: CSS=19.1, Synergy_ZIP=-11.8, Synergy_Bliss=-10.8, Synergy_Loewe=-14.1, Synergy_HSA=-8.15. (2) Drug 1: C1=CC=C(C=C1)NC(=O)CCCCCCC(=O)NO. Drug 2: CS(=O)(=O)OCCCCOS(=O)(=O)C. Cell line: SK-MEL-5. Synergy scores: CSS=27.1, Synergy_ZIP=-3.82, Synergy_Bliss=4.04, Synergy_Loewe=-17.9, Synergy_HSA=2.28. (3) Drug 1: C1CCN(CC1)CCOC2=CC=C(C=C2)C(=O)C3=C(SC4=C3C=CC(=C4)O)C5=CC=C(C=C5)O. Drug 2: CN1C(=O)N2C=NC(=C2N=N1)C(=O)N. Cell line: OVCAR-8. Synergy scores: CSS=-7.97, Synergy_ZIP=3.26, Synergy_Bliss=-2.11, Synergy_Loewe=-8.01, Synergy_HSA=-6.82. (4) Drug 1: C1=CC(=CC=C1CC(C(=O)O)N)N(CCCl)CCCl.Cl. Drug 2: C1CNP(=O)(OC1)N(CCCl)CCCl. Cell line: MDA-MB-231. Synergy scores: CSS=-17.1, Synergy_ZIP=-3.82, Synergy_Bliss=-14.7, Synergy_Loewe=-28.4, Synergy_HSA=-16.1. (5) Drug 1: CCC1=CC2CC(C3=C(CN(C2)C1)C4=CC=CC=C4N3)(C5=C(C=C6C(=C5)C78CCN9C7C(C=CC9)(C(C(C8N6C)(C(=O)OC)O)OC(=O)C)CC)OC)C(=O)OC.C(C(C(=O)O)O)(C(=O)O)O. Drug 2: CC1=CC2C(CCC3(C2CCC3(C(=O)C)OC(=O)C)C)C4(C1=CC(=O)CC4)C. Cell line: MOLT-4. Synergy scores: CSS=70.9, Synergy_ZIP=11.2, Synergy_Bliss=10.9, Synergy_Loewe=-30.1, Synergy_HSA=13.4.